From a dataset of Full USPTO retrosynthesis dataset with 1.9M reactions from patents (1976-2016). Predict the reactants needed to synthesize the given product. Given the product [CH:2]([NH:4][C:18]([C:16]1[N:17]=[C:12]([CH2:11][C:6]2[CH:7]=[CH:8][CH:9]=[CH:10][C:5]=2[C:24]2[CH:29]=[CH:28][CH:27]=[CH:26][CH:25]=2)[NH:13][C:14](=[O:23])[C:15]=1[OH:22])=[O:19])([CH3:3])[CH3:1], predict the reactants needed to synthesize it. The reactants are: [CH3:1][CH:2]([NH2:4])[CH3:3].[C:5]1([C:24]2[CH:29]=[CH:28][CH:27]=[CH:26][CH:25]=2)[CH:10]=[CH:9][CH:8]=[CH:7][C:6]=1[CH2:11][C:12]1[NH:13][C:14](=[O:23])[C:15]([OH:22])=[C:16]([C:18](OC)=[O:19])[N:17]=1.